Dataset: Experimentally validated miRNA-target interactions with 360,000+ pairs, plus equal number of negative samples. Task: Binary Classification. Given a miRNA mature sequence and a target amino acid sequence, predict their likelihood of interaction. (1) The miRNA is hsa-miR-450b-3p with sequence UUGGGAUCAUUUUGCAUCCAUA. The protein sequence of the target gene is MELEGQWWRGQLAADIHQALRYKELKLPSYKGQSPQLSLRRYFADLIAIVSNRFTLCPSARHLAVYLLDLFMDRYDISIQQLHLVALSCLLLASKFEEKEDSVPKLEQLNSLGCMTNMNLVLTKQNLLHMELLLLETFQWNLCLPTAAHFIEYYLSEAVHETDLHDGWPMICLEKTKLYMAKYADYFLEVSLQVAAACVASSRIILRLSPTWPTRLHRLTAYSWDFLVQCIERLLIAHDNDVKEANKQRGQAGPQSAQLSVFQTASQPSRPVHFQQPQYLHQTHQTSLQYRHPTSEQPSC.... Result: 0 (no interaction). (2) The miRNA is hsa-miR-5681a with sequence AGAAAGGGUGGCAAUACCUCUU. The protein sequence of the target gene is MQPRVLLVVALLALLASARASEAEDASLLSFMQGYMKHATKTAKDALSSVQESQVAQQARGWVTDGFSSLKDYWSTVKDKFSEFWDLDPEVRPTSAVAA. Result: 0 (no interaction). (3) The miRNA is hsa-miR-302a-3p with sequence UAAGUGCUUCCAUGUUUUGGUGA. The protein sequence of the target gene is MCTGKCARCVGLSLITLCLVCIVANALLLVPNGETSWTNTNHLSLQVWLMGGFIGGGLMVLCPGIAAVRAGGKGCCGAGCCGNRCRMLRSVFSSAFGVLGAIYCLSVSGAGLRNGPRCLMNGEWGYHFEDTAGAYLLNRTLWDRCEAPPRVVPWNVTLFSLLVAASCLEIVLCGIQLVNATIGVFCGDCRKKQDTPH. Result: 1 (interaction). (4) The miRNA is hsa-miR-3691-5p with sequence AGUGGAUGAUGGAGACUCGGUAC. The protein sequence of the target gene is MRAVRAETPARELFRDAAFPASDSSLFYNLSTPLAQFREDITWRRPQEICATPQLFPDNPWEGQVKQGLLGDCWFLCACAALQKSQHLLDQVFPPGQPGWSDQKYQGFFTCRIWQFGHWEEVTIDDRLPCLAGRLCFSRCQREDVFWLPLLEKAYAKVHGSYEHLWAGQVADALVDLTGSLAERWSLKDVTKASGQQDRPSGGEHRTCRQLLHLKDRCLISCSVLSPRAGARELGEFHAFIISDLQELRSQTGQGILLLRIHNPWGRRCWQGLWREGGEGWNQVEPAKESELLAQLQEGE.... Result: 0 (no interaction). (5) The miRNA is mmu-miR-15a-5p with sequence UAGCAGCACAUAAUGGUUUGUG. The protein sequence of the target gene is MDSFFPEGARVWLRENGQHFPSTVNSCAEGVVVFQTDYGQVFTYKQSTITNQKVTAMHPLHEEGVDDMASLAELHGGSIMYNLFQRYKRNQIYTYIGSIIASVNPYQPIAGLYERATMEEYSRCHLGELPPHIFAIANECYRCLWKRHDNQCVLISGESGAGKTESTKLILKFLSVISQQTLDLGLQEKTSSVEQAILQSSPIMEAFGNAKTVYNNNSSRFGKFVQLNICQQGNIQGGRIVDYLLEKNRVVRQNPGERNYHIFYALLAGLDQGEREEFYLSLPENYHYLNQSGCTEDKTI.... Result: 1 (interaction).